From a dataset of Peptide-MHC class I binding affinity with 185,985 pairs from IEDB/IMGT. Regression. Given a peptide amino acid sequence and an MHC pseudo amino acid sequence, predict their binding affinity value. This is MHC class I binding data. (1) The peptide sequence is AVREATAAF. The MHC is HLA-A02:06 with pseudo-sequence HLA-A02:06. The binding affinity (normalized) is 0.499. (2) The peptide sequence is TVFRNQNRV. The MHC is HLA-A11:01 with pseudo-sequence HLA-A11:01. The binding affinity (normalized) is 0.213.